From a dataset of CYP2C19 inhibition data for predicting drug metabolism from PubChem BioAssay. Regression/Classification. Given a drug SMILES string, predict its absorption, distribution, metabolism, or excretion properties. Task type varies by dataset: regression for continuous measurements (e.g., permeability, clearance, half-life) or binary classification for categorical outcomes (e.g., BBB penetration, CYP inhibition). Dataset: cyp2c19_veith. (1) The drug is O=C(CSc1ncnc2nc[nH]c12)c1ccccc1. The result is 0 (non-inhibitor). (2) The compound is COc1ccc(C(=O)N2CCC[C@@]3(CCN(C(=O)Nc4cccc(C#N)c4)C3)C2)cc1. The result is 0 (non-inhibitor). (3) The molecule is CCOC(=O)CCN1C(=O)[C@H]2CC[C@@H]3/C(=N\NC(=O)OCC)C[C@@H](O)[C@@H](O)[C@@H]3[C@@H]2C1=O. The result is 0 (non-inhibitor). (4) The drug is CCN1CCC[C@@H]1CNC(=O)c1c(O)c(Cl)cc(Cl)c1OC.O=C(O)[C@@H](O)[C@@H](O)C(=O)O. The result is 0 (non-inhibitor). (5) The molecule is O=C(NCCC[N+]1=CC=N[C@H]1c1ccccc1)N1CCCc2nc(-c3ccc(Br)cc3)ccc21. The result is 0 (non-inhibitor). (6) The drug is COc1ccccc1CNc1ccnc(-c2cccc(NS(C)(=O)=O)c2)n1. The result is 1 (inhibitor). (7) The drug is O=C1CCCN1c1ccc(S(=O)(=O)Oc2cccc(Cl)c2)cc1[N+](=O)[O-]. The result is 1 (inhibitor).